This data is from Catalyst prediction with 721,799 reactions and 888 catalyst types from USPTO. The task is: Predict which catalyst facilitates the given reaction. (1) Reactant: [C:1]([NH:4][C:5]1[CH:6]=[C:7]([OH:16])[C:8](=[CH:13][C:14]=1[Br:15])[C:9]([O:11][CH3:12])=[O:10])(=[O:3])[CH3:2].[I:17](Cl)(=O)=O.I(Cl)(=O)=O.C([N+](C)(C)C)C1C=CC=CC=1.C(=O)(O)[O-].[Na+]. Product: [C:1]([NH:4][C:5]1[C:6]([I:17])=[C:7]([OH:16])[C:8](=[CH:13][C:14]=1[Br:15])[C:9]([O:11][CH3:12])=[O:10])(=[O:3])[CH3:2]. The catalyst class is: 61. (2) Reactant: [Cl-].[Li+].[BH4-].[Na+].[NH2:5][C:6]1[N:15]2[N:16]=[C:17]([CH2:19][CH:20]([C:25](OC)=[O:26])[C:21](OC)=[O:22])[N:18]=[C:14]2[C:13]2[C:8](=[C:9]3[O:31][C:30]([F:33])([F:32])[O:29][C:10]3=[CH:11][CH:12]=2)[N:7]=1.Cl. Product: [NH2:5][C:6]1[N:15]2[N:16]=[C:17]([CH2:19][CH:20]([CH2:21][OH:22])[CH2:25][OH:26])[N:18]=[C:14]2[C:13]2[C:8](=[C:9]3[O:31][C:30]([F:33])([F:32])[O:29][C:10]3=[CH:11][CH:12]=2)[N:7]=1. The catalyst class is: 199. (3) Reactant: C(OC([N:8]([CH3:59])[C@H:9]([C:13]([NH:15][C@H:16]([C:20]([N:22]([C@@H:24]([C@@H:55]([CH3:58])[CH2:56][CH3:57])[C@H:25]([O:53][CH3:54])[CH2:26][C:27]([N:29]1[CH2:33][CH2:32][CH2:31][C@H:30]1[C@H:34]([O:51][CH3:52])[C@@H:35]([CH3:50])[C:36]([NH:38][C@H:39]([C:47]([OH:49])=O)[CH2:40][C:41]1[CH:46]=[CH:45][CH:44]=[CH:43][CH:42]=1)=[O:37])=[O:28])[CH3:23])=[O:21])[CH:17]([CH3:19])[CH3:18])=[O:14])C(C)C)=O)(C)(C)C.[NH:60]1[CH2:65][CH2:64][O:63][CH2:62][CH2:61]1.[CH:66]1[CH:67]=CC2N(O)N=NC=2[CH:71]=1.FC(F)(F)C(O)=O.O=[CH:84][CH2:85][CH2:86][C:87]([OH:89])=[O:88].C([BH3-])#N.[Na+]. Product: [C:87]([CH2:86][CH2:85][CH2:84][N:8]([CH3:59])[C@H:9]([C:13]([NH:15][C@H:16]([C:20]([N:22]([C@@H:24]([C@@H:55]([CH3:58])[CH2:56][CH3:57])[C@H:25]([O:53][CH3:54])[CH2:26][C:27]([N:29]1[CH2:33][CH2:32][CH2:31][C@H:30]1[C@H:34]([O:51][CH3:52])[C@@H:35]([CH3:50])[C:36]([NH:38][C@@H:39]([CH2:40][C:41]1[CH:46]=[CH:45][CH:44]=[CH:43][CH:42]=1)[C:47]([N:60]1[CH2:65][CH2:64][O:63][CH2:62][CH2:61]1)=[O:49])=[O:37])=[O:28])[CH3:23])=[O:21])[CH:17]([CH3:19])[CH3:18])=[O:14])[CH:66]([CH3:67])[CH3:71])([OH:89])=[O:88]. The catalyst class is: 344. (4) Product: [Br:17][C:18]1[CH:19]=[C:20]([CH:23]=[CH:24][CH:25]=1)[CH2:21][N:3]1[C:2](=[O:1])[C:11]2[C:6](=[CH:7][CH:8]=[C:9]([C:12]([O:14][CH2:15][CH3:16])=[O:13])[CH:10]=2)[N:5]=[CH:4]1. The catalyst class is: 3. Reactant: [O:1]=[C:2]1[C:11]2[C:6](=[CH:7][CH:8]=[C:9]([C:12]([O:14][CH2:15][CH3:16])=[O:13])[CH:10]=2)[N:5]=[CH:4][NH:3]1.[Br:17][C:18]1[CH:19]=[C:20]([CH:23]=[CH:24][CH:25]=1)[CH2:21]Br.C(=O)([O-])[O-].[Cs+].[Cs+].C(#N)C. (5) Reactant: Cl.[NH:2]1[C:6]2[CH:7]=[CH:8][C:9]([C:11]([N:13]3[CH2:16][C:15]4([CH2:21][CH2:20][NH:19][CH2:18][CH2:17]4)[CH2:14]3)=[O:12])=[CH:10][C:5]=2[N:4]=[N:3]1.N12CCCN=C1CCCCC2.Br[C:34]1[S:35][C:36]([C:39]2[CH:44]=[CH:43][C:42]([Cl:45])=[CH:41][CH:40]=2)=[N:37][N:38]=1. Product: [NH:2]1[C:6]2[CH:7]=[CH:8][C:9]([C:11]([N:13]3[CH2:16][C:15]4([CH2:17][CH2:18][N:19]([C:34]5[S:35][C:36]([C:39]6[CH:44]=[CH:43][C:42]([Cl:45])=[CH:41][CH:40]=6)=[N:37][N:38]=5)[CH2:20][CH2:21]4)[CH2:14]3)=[O:12])=[CH:10][C:5]=2[N:4]=[N:3]1. The catalyst class is: 11. (6) Reactant: [CH2:1]([N:3]([CH2:7][CH3:8])[CH2:4][CH2:5][NH2:6])[CH3:2].[CH3:9][O:10][CH:11]([O:14][CH3:15])[CH:12]=O. Product: [CH3:9][O:10][CH:11]([O:14][CH3:15])[CH2:12][CH:4]([N:3]([CH2:7][CH3:8])[CH2:1][CH3:2])[CH2:5][NH2:6]. The catalyst class is: 19. (7) Reactant: [Cl:1][C:2]1[CH:7]=[CH:6][C:5]([CH2:8]Cl)=[CH:4][CH:3]=1.[OH:10][C:11]1[CH:16]=[CH:15][N:14]([C:17]2[CH:22]=[CH:21][C:20]([O:23][CH2:24][C:25]([OH:28])([CH3:27])[CH3:26])=[C:19]([O:29][CH3:30])[CH:18]=2)[C:13](=[O:31])[CH:12]=1.C([O-])([O-])=O.[K+].[K+]. Product: [Cl:1][C:2]1[CH:7]=[CH:6][C:5]([CH2:8][O:10][C:11]2[CH:16]=[CH:15][N:14]([C:17]3[CH:22]=[CH:21][C:20]([O:23][CH2:24][C:25]([OH:28])([CH3:26])[CH3:27])=[C:19]([O:29][CH3:30])[CH:18]=3)[C:13](=[O:31])[CH:12]=2)=[CH:4][CH:3]=1. The catalyst class is: 3. (8) Reactant: [H-].[H-].[H-].[H-].[Li+].[Al+3].[CH3:7][C:8]([C:13]1[CH:18]=[CH:17][CH:16]=[CH:15][CH:14]=1)([CH3:12])[C:9](O)=[O:10]. Product: [CH3:12][C:8]([C:13]1[CH:18]=[CH:17][CH:16]=[CH:15][CH:14]=1)([CH3:7])[CH2:9][OH:10]. The catalyst class is: 1. (9) Reactant: O.[OH-].[Li+].[N:4]1[C:5]([CH2:13][O:14][C:15]2[CH:36]=[CH:35][C:18]([CH2:19][O:20]/[N:21]=[C:22](/[C:29]3[CH:34]=[CH:33][CH:32]=[CH:31][CH:30]=3)\[CH2:23][CH2:24][C:25]([O:27]C)=[O:26])=[CH:17][CH:16]=2)=[CH:6][N:7]2[CH:12]=[CH:11][CH:10]=[CH:9][C:8]=12.O.Cl. Product: [N:4]1[C:5]([CH2:13][O:14][C:15]2[CH:16]=[CH:17][C:18]([CH2:19][O:20]/[N:21]=[C:22](/[C:29]3[CH:34]=[CH:33][CH:32]=[CH:31][CH:30]=3)\[CH2:23][CH2:24][C:25]([OH:27])=[O:26])=[CH:35][CH:36]=2)=[CH:6][N:7]2[CH:12]=[CH:11][CH:10]=[CH:9][C:8]=12. The catalyst class is: 83.